Dataset: Full USPTO retrosynthesis dataset with 1.9M reactions from patents (1976-2016). Task: Predict the reactants needed to synthesize the given product. (1) Given the product [CH2:23]([N:3]1[C:4]2[C:9](=[CH:8][CH:7]=[CH:6][N:5]=2)[CH:10]=[C:11]([C:12]([O:14][CH2:15][CH3:16])=[O:13])[C:2]1=[O:1])[C:24]1[CH:29]=[CH:28][CH:27]=[CH:26][CH:25]=1, predict the reactants needed to synthesize it. The reactants are: [O:1]=[C:2]1[C:11]([C:12]([O:14][CH2:15][CH3:16])=[O:13])=[CH:10][C:9]2[C:4](=[N:5][CH:6]=[CH:7][CH:8]=2)[NH:3]1.C(=O)([O-])[O-].[K+].[K+].[CH2:23](Br)[C:24]1[CH:29]=[CH:28][CH:27]=[CH:26][CH:25]=1.O. (2) Given the product [C:1]([C:3]1[CH:53]=[CH:52][C:6]2[NH:7][C:8]([C:10]([C:22]3[C:30]([CH2:31][CH3:32])=[CH:29][C:28]([CH3:33])=[C:27]4[C:23]=3[CH:24]=[CH:25][NH:26]4)([O:15][CH2:16][C:17]([OH:19])=[O:18])[C:11]([F:12])([F:13])[F:14])=[N:9][C:5]=2[CH:4]=1)#[N:2], predict the reactants needed to synthesize it. The reactants are: [C:1]([C:3]1[CH:53]=[CH:52][C:6]2[N:7](COCC[Si](C)(C)C)[C:8]([C:10]([C:22]3[C:30]([CH2:31][CH3:32])=[CH:29][C:28]([CH3:33])=[C:27]4[C:23]=3[CH:24]=[CH:25][N:26]4S(C3C=CC(C)=CC=3)(=O)=O)([O:15][CH2:16][C:17]([O:19]CC)=[O:18])[C:11]([F:14])([F:13])[F:12])=[N:9][C:5]=2[CH:4]=1)#[N:2].C(C1C=CC2N=C(C(C3C(CC)=CC(C)=C4C=3C=CN4S(C3C=CC(C)=CC=3)(=O)=O)(OCC(OCC)=O)C(F)(F)F)N(COCC[Si](C)(C)C)C=2C=1)#N.Cl.[OH-].[K+]. (3) Given the product [Cl:1][C:2]1[CH:10]=[CH:9][C:8]([CH:11]2[CH2:16][CH2:15][NH:14][CH2:13][CH2:12]2)=[CH:7][C:3]=1[C:4]([NH2:6])=[O:5], predict the reactants needed to synthesize it. The reactants are: [Cl:1][C:2]1[CH:10]=[CH:9][C:8]([C:11]2[CH:16]=[CH:15][N:14]=[CH:13][CH:12]=2)=[CH:7][C:3]=1[C:4]([NH2:6])=[O:5].Cl. (4) Given the product [C:24]([S:26][CH:6]1[CH2:7][CH2:8][N:9]([C:12]([O:14][C:15]([CH3:16])([CH3:17])[CH3:18])=[O:13])[CH2:10][CH2:11]1)(=[O:27])[CH3:25], predict the reactants needed to synthesize it. The reactants are: CS(O[CH:6]1[CH2:11][CH2:10][N:9]([C:12]([O:14][C:15]([CH3:18])([CH3:17])[CH3:16])=[O:13])[CH2:8][CH2:7]1)(=O)=O.CN(C)C=O.[C:24]([O-:27])(=[S:26])[CH3:25].[K+].O.